This data is from Full USPTO retrosynthesis dataset with 1.9M reactions from patents (1976-2016). The task is: Predict the reactants needed to synthesize the given product. (1) Given the product [C:6]([O:7][CH2:11][CH:10]1[O:15][CH2:9]1)(=[O:19])[C:1]([CH3:8])=[CH2:2].[C:21]([O:20][CH2:16][CH:17]1[O:19][CH2:18]1)(=[O:7])[CH:22]=[CH2:23], predict the reactants needed to synthesize it. The reactants are: [C:1]1([CH3:8])[C:6]([OH:7])=CC=C[CH:2]=1.[C:9]1([OH:15])C=CC=[CH:11][CH:10]=1.[CH2:16]([O:20][CH2:21][CH2:22][CH2:23][Si](OC)(OC)OC)[CH:17]1[O:19][CH2:18]1.[SiH4]. (2) Given the product [NH2:1][C:2]1[N:23]=[C:22]([NH:56][CH2:55][CH2:54][O:53][CH2:51][CH3:52])[CH:21]=[CH:20][C:3]=1[C:4]([NH:6][CH2:7][C:8]1[S:9][C:10]([O:13][C:14]2[CH:19]=[CH:18][CH:17]=[CH:16][CH:15]=2)=[CH:11][CH:12]=1)=[O:5], predict the reactants needed to synthesize it. The reactants are: [NH2:1][C:2]1[N:23]=[C:22](Cl)[CH:21]=[CH:20][C:3]=1[C:4]([NH:6][CH2:7][C:8]1[S:9][C:10]([O:13][C:14]2[CH:19]=[CH:18][CH:17]=[CH:16][CH:15]=2)=[CH:11][CH:12]=1)=[O:5].C1C=CC(CC(NCN[C@H](C(O)=O)CC2C=CC([N+]([O-])=O)=CC=2)=O)=CC=1.[CH2:51]([O:53][CH2:54][CH2:55][NH2:56])[CH3:52].